From a dataset of Forward reaction prediction with 1.9M reactions from USPTO patents (1976-2016). Predict the product of the given reaction. Given the reactants [F:1][C:2]1[CH:7]=[CH:6][C:5]([C:8]2[O:12][C:11]([C:13]3[CH:18]=[CH:17][C:16]([C@@H:19]4[O:24][CH2:23][CH2:22][N:21](C(OC(C)(C)C)=O)[CH2:20]4)=[CH:15][CH:14]=3)=[N:10][N:9]=2)=[CH:4][CH:3]=1.[ClH:32].CCOCC, predict the reaction product. The product is: [ClH:32].[F:1][C:2]1[CH:7]=[CH:6][C:5]([C:8]2[O:12][C:11]([C:13]3[CH:14]=[CH:15][C:16]([C@@H:19]4[O:24][CH2:23][CH2:22][NH:21][CH2:20]4)=[CH:17][CH:18]=3)=[N:10][N:9]=2)=[CH:4][CH:3]=1.